Dataset: Forward reaction prediction with 1.9M reactions from USPTO patents (1976-2016). Task: Predict the product of the given reaction. (1) Given the reactants ClC1C=CC(C(N[C:9]2[CH:18]=[C:17]3[C:12]([CH:13]=[CH:14][CH:15]=[C:16]3[N:19]3[CH2:24][CH2:23][N:22](C)[CH2:21][CH2:20]3)=[CH:11][CH:10]=2)=O)=CC=1.C[N:29](C)[C:30]1[C:39]2[C:34](=CC=[CH:37][C:38]=2N(C)C)C=CC=1.ClC(O[CH:48]([Cl:50])[CH3:49])=O.NC(OCC)=[O:53], predict the reaction product. The product is: [Cl:50][C:48]1[CH:49]=[CH:34][C:39]([C:30]([NH:29][C:15]2[CH:14]=[CH:13][C:12]3[C:17](=[CH:18][CH:9]=[CH:10][CH:11]=3)[C:16]=2[N:19]2[CH2:20][CH2:21][NH:22][CH2:23][CH2:24]2)=[O:53])=[CH:38][CH:37]=1. (2) Given the reactants [C:1]([C:3]1[CH:4]=[C:5]([CH:27]=[CH:28][C:29]=1[CH3:30])[C:6]([NH:8][C:9]1[CH:14]=[CH:13][C:12]([CH2:15][N:16]2[CH2:21][CH2:20][N:19]([CH3:22])[CH2:18][CH2:17]2)=[C:11]([C:23]([F:26])([F:25])[F:24])[CH:10]=1)=[O:7])#[CH:2].[NH2:31][C:32]1[N:41]=[CH:40][C:39]2[C:34](=[CH:35][C:36](Br)=[CH:37][CH:38]=2)[N:33]=1, predict the reaction product. The product is: [NH2:31][C:32]1[N:41]=[CH:40][C:39]2[C:34](=[CH:35][C:36]([C:2]#[C:1][C:3]3[CH:4]=[C:5]([CH:27]=[CH:28][C:29]=3[CH3:30])[C:6]([NH:8][C:9]3[CH:14]=[CH:13][C:12]([CH2:15][N:16]4[CH2:17][CH2:18][N:19]([CH3:22])[CH2:20][CH2:21]4)=[C:11]([C:23]([F:25])([F:24])[F:26])[CH:10]=3)=[O:7])=[CH:37][CH:38]=2)[N:33]=1. (3) Given the reactants F[C:2]1[CH:9]=[CH:8][C:5]([CH:6]=[O:7])=[CH:4][CH:3]=1.[CH:10]1([S:16](C2C=CC=CC=2CC2C3C(=CC=C(F)C=3)N(CC(O)=O)C=2C)(=O)=O)[CH2:15][CH2:14][CH2:13][CH2:12][CH2:11]1, predict the reaction product. The product is: [CH:10]1([S:16][C:2]2[CH:9]=[CH:8][C:5]([CH:6]=[O:7])=[CH:4][CH:3]=2)[CH2:15][CH2:14][CH2:13][CH2:12][CH2:11]1. (4) Given the reactants [CH3:1][S:2](Cl)(=[O:4])=[O:3].[OH:6][CH2:7][C:8]1([CH2:21][OH:22])[CH2:13][CH2:12][N:11]([C:14]([O:16][C:17]([CH3:20])([CH3:19])[CH3:18])=[O:15])[CH2:10][CH2:9]1.C(N(CC)CC)C.O, predict the reaction product. The product is: [OH:6][CH2:7][C:8]1([CH2:21][O:22][S:2]([CH3:1])(=[O:4])=[O:3])[CH2:13][CH2:12][N:11]([C:14]([O:16][C:17]([CH3:18])([CH3:19])[CH3:20])=[O:15])[CH2:10][CH2:9]1. (5) Given the reactants Br[C:2]1[CH:3]=[N:4][CH:5]=[C:6]([F:10])[C:7]=1[CH2:8][CH3:9].[CH3:11][C:12]1([CH3:28])[C:16]([CH3:18])([CH3:17])[O:15][B:14]([B:14]2[O:15][C:16]([CH3:18])([CH3:17])[C:12]([CH3:28])([CH3:11])[O:13]2)[O:13]1.C([O-])(=O)C.[K+], predict the reaction product. The product is: [CH2:8]([C:7]1[C:2]([B:14]2[O:15][C:16]([CH3:18])([CH3:17])[C:12]([CH3:28])([CH3:11])[O:13]2)=[CH:3][N:4]=[CH:5][C:6]=1[F:10])[CH3:9]. (6) Given the reactants [S:1]1[C:5]2[CH:6]=[CH:7][CH:8]=[CH:9][C:4]=2[C:3]([CH2:10][CH2:11][N:12]2[CH2:17][CH:16]=[C:15]([C:18]3[C:26]4[C:21](=[CH:22][CH:23]=[CH:24][CH:25]=4)[NH:20][CH:19]=3)[CH2:14][CH2:13]2)=[CH:2]1.[CH3:27][CH2:28][CH2:29]CCC.C(Br)C=C, predict the reaction product. The product is: [S:1]1[C:5]2[CH:6]=[CH:7][CH:8]=[CH:9][C:4]=2[C:3]([CH2:10][CH2:11][N:12]2[CH2:13][CH:14]=[C:15]([C:18]3[C:26]4[C:21](=[CH:22][CH:23]=[CH:24][CH:25]=4)[N:20]([CH2:29][CH:28]=[CH2:27])[CH:19]=3)[CH2:16][CH2:17]2)=[CH:2]1.